Dataset: Full USPTO retrosynthesis dataset with 1.9M reactions from patents (1976-2016). Task: Predict the reactants needed to synthesize the given product. (1) Given the product [OH:7][CH2:8][CH2:9][O:10][C:11]1[C:16]([NH:17][C:18]([C:20]2[C:29]3[C:28]4[N:30]=[CH:31][CH:32]=[CH:33][C:27]=4[CH2:26][CH2:25][CH2:24][C:23]=3[NH:22][CH:21]=2)=[O:19])=[CH:15][CH:14]=[CH:13][N:12]=1, predict the reactants needed to synthesize it. The reactants are: O1CCCCC1[O:7][CH2:8][CH2:9][O:10][C:11]1[C:16]([NH:17][C:18]([C:20]2[C:29]3[C:28]4[N:30]=[CH:31][CH:32]=[CH:33][C:27]=4[CH2:26][CH2:25][CH2:24][C:23]=3[NH:22][CH:21]=2)=[O:19])=[CH:15][CH:14]=[CH:13][N:12]=1.O.C1(C)C=CC(S(O)(=O)=O)=CC=1. (2) The reactants are: [N:1]1([C:6]2[CH:11]=[CH:10][C:9]([N:12]3[CH:21]=[C:20]4[C:14]([CH2:15][CH2:16][N:17](C(OC(C)(C)C)=O)[CH2:18][CH2:19]4)=[N:13]3)=[CH:8][CH:7]=2)[CH2:5][CH2:4][CH2:3][CH2:2]1.Cl. Given the product [N:1]1([C:6]2[CH:11]=[CH:10][C:9]([N:12]3[CH:21]=[C:20]4[C:14]([CH2:15][CH2:16][NH:17][CH2:18][CH2:19]4)=[N:13]3)=[CH:8][CH:7]=2)[CH2:2][CH2:3][CH2:4][CH2:5]1, predict the reactants needed to synthesize it. (3) Given the product [O:32]=[C:26]1[CH:25]([N:18]2[CH2:17][C:16]3[C:20](=[CH:21][CH:22]=[CH:23][C:15]=3[CH2:14][NH:13][C:38]([C:34]3[O:33][CH:37]=[CH:36][CH:35]=3)=[O:39])[C:19]2=[O:24])[CH2:30][CH2:29][C:28](=[O:31])[NH:27]1, predict the reactants needed to synthesize it. The reactants are: N12CCCN=C1CCCCC2.Cl.[NH2:13][CH2:14][C:15]1[CH:23]=[CH:22][CH:21]=[C:20]2[C:16]=1[CH2:17][N:18]([CH:25]1[CH2:30][CH2:29][C:28](=[O:31])[NH:27][C:26]1=[O:32])[C:19]2=[O:24].[O:33]1[CH:37]=[CH:36][CH:35]=[C:34]1[C:38](Cl)=[O:39].